From a dataset of Forward reaction prediction with 1.9M reactions from USPTO patents (1976-2016). Predict the product of the given reaction. (1) Given the reactants [CH3:1][O:2][C:3](=[O:15])[C:4]1[C:5](=[C:10](I)[CH:11]=[CH:12][CH:13]=1)[C:6]([O:8][CH3:9])=[O:7].[CH3:16][O:17][C:18]1[CH:23]=[CH:22][C:21]([NH2:24])=[C:20]([O:25][C:26]2[CH:31]=[CH:30][CH:29]=[CH:28][CH:27]=2)[CH:19]=1.C1C=CC(P(C2C(C3C(P(C4C=CC=CC=4)C4C=CC=CC=4)=CC=C4C=3C=CC=C4)=C3C(C=CC=C3)=CC=2)C2C=CC=CC=2)=CC=1.C(=O)([O-])[O-].[Cs+].[Cs+], predict the reaction product. The product is: [CH3:1][O:2][C:3](=[O:15])[C:4]1[C:5](=[C:10]([NH:24][C:21]2[CH:22]=[CH:23][C:18]([O:17][CH3:16])=[CH:19][C:20]=2[O:25][C:26]2[CH:27]=[CH:28][CH:29]=[CH:30][CH:31]=2)[CH:11]=[CH:12][CH:13]=1)[C:6]([O:8][CH3:9])=[O:7]. (2) Given the reactants S(C1C=CC(C)=CC=1)([O-])(=O)=O.[NH+]1C=CC=CC=1.[CH:18]([O:20][CH2:21][CH3:22])=[CH2:19].[OH:23][CH:24]([CH:33]1[CH2:38][CH2:37][C:36](=[O:39])[CH2:35][CH2:34]1)[CH2:25][O:26][C:27]1[CH:32]=[CH:31][CH:30]=[CH:29][CH:28]=1, predict the reaction product. The product is: [CH2:18]([O:20][CH:21]([O:23][CH:24]([CH:33]1[CH2:38][CH2:37][C:36](=[O:39])[CH2:35][CH2:34]1)[CH2:25][O:26][C:27]1[CH:32]=[CH:31][CH:30]=[CH:29][CH:28]=1)[CH3:22])[CH3:19]. (3) Given the reactants [N+:1]([CH:4]([CH2:18][CH2:19][CH2:20][CH2:21][CH2:22][CH3:23])[C:5](=O)[CH2:6][CH2:7][CH2:8][CH2:9][CH2:10][C:11]1[CH:16]=[CH:15][CH:14]=[CH:13][CH:12]=1)([O-])=O.Cl.[N:25]#[C:26][NH2:27], predict the reaction product. The product is: [CH2:18]([C:4]1[NH:1][C:26]([NH2:27])=[N:25][C:5]=1[CH2:6][CH2:7][CH2:8][CH2:9][CH2:10][C:11]1[CH:16]=[CH:15][CH:14]=[CH:13][CH:12]=1)[CH2:19][CH2:20][CH2:21][CH2:22][CH3:23]. (4) Given the reactants [N:1]12[CH2:8][CH2:7][CH:4]([CH2:5][CH2:6]1)[C@@H:3]([O:9][C:10]([C:12]1([C:19]3[S:20][CH:21]=[CH:22][CH:23]=3)[CH2:18][CH2:17][CH2:16][CH2:15][CH2:14][CH2:13]1)=[O:11])[CH2:2]2.[Br:24][CH2:25][C:26]([NH:28][C:29]1[N:30]=[N:31][CH:32]=[CH:33][CH:34]=1)=[O:27].C(OCC)(=O)C.CCCC(C)C, predict the reaction product. The product is: [Br-:24].[N:31]1[CH:32]=[CH:33][CH:34]=[C:29]([NH:28][C:26]([CH2:25][N+:1]23[CH2:6][CH2:5][CH:4]([CH2:7][CH2:8]2)[C@@H:3]([O:9][C:10]([C:12]2([C:19]4[S:20][CH:21]=[CH:22][CH:23]=4)[CH2:18][CH2:17][CH2:16][CH2:15][CH2:14][CH2:13]2)=[O:11])[CH2:2]3)=[O:27])[N:30]=1. (5) Given the reactants [CH3:1][S:2](Cl)(=[O:4])=[O:3].[Cl:6][C:7]1[CH:12]=[CH:11][C:10]([C:13]2[N:17]([C:18]3[CH:23]=[CH:22][C:21]([Cl:24])=[CH:20][C:19]=3[Cl:25])[N:16]=[C:15]([C:26]([NH:28][CH:29]3[CH2:34][CH2:33][N:32](C(OC(C)(C)C)=O)[CH2:31][CH2:30]3)=[O:27])[C:14]=2[CH3:42])=[CH:9][CH:8]=1.C(N(CC)CC)C, predict the reaction product. The product is: [Cl:6][C:7]1[CH:12]=[CH:11][C:10]([C:13]2[N:17]([C:18]3[CH:23]=[CH:22][C:21]([Cl:24])=[CH:20][C:19]=3[Cl:25])[N:16]=[C:15]([C:26]([NH:28][CH:29]3[CH2:34][CH2:33][N:32]([S:2]([CH3:1])(=[O:4])=[O:3])[CH2:31][CH2:30]3)=[O:27])[C:14]=2[CH3:42])=[CH:9][CH:8]=1.